From a dataset of Catalyst prediction with 721,799 reactions and 888 catalyst types from USPTO. Predict which catalyst facilitates the given reaction. (1) Reactant: [CH2:1]([O:8][C:9]1[CH:14]=[C:13]([CH3:15])[N:12]([C:16]2[C:21]([Cl:22])=[CH:20][CH:19]=[CH:18][C:17]=2[Cl:23])[C:11](=[O:24])[CH:10]=1)[C:2]1[CH:7]=[CH:6][CH:5]=[CH:4][CH:3]=1.ClC1C=CC=C(Cl)C=1N1C(C)=CC(O)=CC1=O.C([Br:49])C1C=CC=CC=1. Product: [CH2:1]([O:8][C:9]1[CH:14]=[C:13]([CH3:15])[N:12]([C:16]2[C:17]([Cl:23])=[CH:18][CH:19]=[CH:20][C:21]=2[Cl:22])[C:11](=[O:24])[C:10]=1[Br:49])[C:2]1[CH:7]=[CH:6][CH:5]=[CH:4][CH:3]=1. The catalyst class is: 18. (2) Reactant: [C:1]([C:3]1[C:11]2[C:6](=[CH:7][CH:8]=[C:9]([C:12]([O:14]CC)=[O:13])[CH:10]=2)[NH:5][CH:4]=1)#[N:2].OO.NC(N)=[O:21].[OH-].[Na+]. Product: [C:1]([C:3]1[C:11]2[C:6](=[CH:7][CH:8]=[C:9]([C:12]([OH:14])=[O:13])[CH:10]=2)[NH:5][CH:4]=1)(=[O:21])[NH2:2]. The catalyst class is: 24. (3) Reactant: [OH:1][C:2]1[C:7]([CH2:8][CH2:9][CH3:10])=[C:6]([O:11][CH2:12][C:13]2[CH:18]=[CH:17][C:16]([N+:19]([O-])=O)=[CH:15][CH:14]=2)[CH:5]=[CH:4][C:3]=1[C:22](=[O:24])[CH3:23].Cl. Product: [NH2:19][C:16]1[CH:17]=[CH:18][C:13]([CH2:12][O:11][C:6]2[CH:5]=[CH:4][C:3]([C:22](=[O:24])[CH3:23])=[C:2]([OH:1])[C:7]=2[CH2:8][CH2:9][CH3:10])=[CH:14][CH:15]=1. The catalyst class is: 7. (4) Reactant: [OH-].[Na+].C[O:4][C:5](=[O:34])/[CH:6]=[CH:7]/[C:8]1[CH:9]=[C:10]2[C:30](=[CH:31][CH:32]=1)[O:29][C:13]1([CH2:18][CH2:17][N:16]([CH2:19][C:20]3[C:28]4[C:23](=[CH:24][CH:25]=[CH:26][CH:27]=4)[NH:22][CH:21]=3)[CH2:15][CH2:14]1)[CH2:12][C:11]2=[O:33].Cl. Product: [NH:22]1[C:23]2[C:28](=[CH:27][CH:26]=[CH:25][CH:24]=2)[C:20]([CH2:19][N:16]2[CH2:17][CH2:18][C:13]3([CH2:12][C:11](=[O:33])[C:10]4[C:30](=[CH:31][CH:32]=[C:8](/[CH:7]=[CH:6]/[C:5]([OH:34])=[O:4])[CH:9]=4)[O:29]3)[CH2:14][CH2:15]2)=[CH:21]1. The catalyst class is: 38. (5) Reactant: [NH2:1][C:2]1[N:3]=[C:4]2[CH:9]=[CH:8][C:7]([O:10][C:11]3[CH:12]=[C:13]([NH:17][C:18](=[O:30])[C:19]4[CH:24]=[CH:23][CH:22]=[C:21]([C:25]5([C:28]#[N:29])[CH2:27][CH2:26]5)[CH:20]=4)[CH:14]=[CH:15][CH:16]=3)=[N:6][N:5]2[CH:31]=1.[CH3:32][N:33]1[CH:37]=[C:36]([C:38](O)=[O:39])[N:35]=[CH:34]1.C(Cl)(=O)C(Cl)=O.O1CCCC1. Product: [C:28]([C:25]1([C:21]2[CH:20]=[C:19]([CH:24]=[CH:23][CH:22]=2)[C:18]([NH:17][C:13]2[CH:12]=[C:11]([CH:16]=[CH:15][CH:14]=2)[O:10][C:7]2[CH:8]=[CH:9][C:4]3[N:5]([CH:31]=[C:2]([NH:1][C:38]([C:36]4[N:35]=[CH:34][N:33]([CH3:32])[CH:37]=4)=[O:39])[N:3]=3)[N:6]=2)=[O:30])[CH2:27][CH2:26]1)#[N:29]. The catalyst class is: 402.